This data is from Reaction yield outcomes from USPTO patents with 853,638 reactions. The task is: Predict the reaction yield, written as a fraction of the theoretical maximum amount of product (1.0 means a 100% yield; for example, 0.34 means a 34% yield). (1) The reactants are [Cl-].O[NH3+:3].[C:4](=[O:7])([O-])[OH:5].[Na+].CS(C)=O.[O:13]=[C:14]1[C:19]([CH2:20][C:21]2[CH:26]=[CH:25][C:24]([C:27]3[C:28]([C:33]#[N:34])=[CH:29][CH:30]=[CH:31][CH:32]=3)=[CH:23][CH:22]=2)=[C:18]([CH2:35][CH2:36][CH3:37])[N:17]2[N:38]=[CH:39][N:40]=[C:16]2[N:15]1[CH:41]1[CH2:45][CH2:44][O:43][CH2:42]1. The catalyst is C(OCC)(=O)C. The product is [O:7]=[C:4]1[O:5][N:3]=[C:33]([C:28]2[CH:29]=[CH:30][CH:31]=[CH:32][C:27]=2[C:24]2[CH:23]=[CH:22][C:21]([CH2:20][C:19]3[C:14](=[O:13])[N:15]([CH:41]4[CH2:45][CH2:44][O:43][CH2:42]4)[C:16]4[N:17]([N:38]=[CH:39][N:40]=4)[C:18]=3[CH2:35][CH2:36][CH3:37])=[CH:26][CH:25]=2)[NH:34]1. The yield is 0.130. (2) The reactants are [CH:1]([C@H:4]1[CH2:8][O:7][C:6](=[O:9])[N:5]1[C:10]1[CH:15]=[CH:14][N:13]2[N:16]=[CH:17][C:18]([C:19]3[CH:28]=[CH:27][C:22]([C:23]([NH:25][NH2:26])=[O:24])=[CH:21][CH:20]=3)=[C:12]2[N:11]=1)([CH3:3])[CH3:2].[N:29]#[C:30]Br.C([O-])(O)=O.[Na+]. The catalyst is O1CCOCC1.O.CCOC(C)=O. The product is [NH2:29][C:30]1[O:24][C:23]([C:22]2[CH:27]=[CH:28][C:19]([C:18]3[CH:17]=[N:16][N:13]4[CH:14]=[CH:15][C:10]([N:5]5[C@@H:4]([CH:1]([CH3:3])[CH3:2])[CH2:8][O:7][C:6]5=[O:9])=[N:11][C:12]=34)=[CH:20][CH:21]=2)=[N:25][N:26]=1. The yield is 0.490.